From a dataset of Full USPTO retrosynthesis dataset with 1.9M reactions from patents (1976-2016). Predict the reactants needed to synthesize the given product. (1) The reactants are: [C:1]12([NH2:11])[CH2:10][CH:5]3[CH2:6][CH:7]([CH2:9][CH:3]([CH2:4]3)[CH2:2]1)[CH2:8]2.[Br:12][C:13]1[CH:14]=[C:15]([CH:18]=[CH:19][CH:20]=1)[CH:16]=O. Given the product [Br:12][C:13]1[CH:14]=[C:15]([CH:18]=[CH:19][CH:20]=1)[CH2:16][NH:11][C:1]12[CH2:8][CH:7]3[CH2:6][CH:5]([CH2:4][CH:3]([CH2:9]3)[CH2:2]1)[CH2:10]2, predict the reactants needed to synthesize it. (2) Given the product [F:9][C:10]1[CH:18]=[CH:17][C:13]([C:14]([NH:1][C:2]2[CH:7]=[CH:6][CH:5]=[C:4]([NH:8][C:14](=[O:15])[C:13]3[CH:17]=[CH:18][C:10]([F:9])=[CH:11][CH:12]=3)[N:3]=2)=[O:15])=[CH:12][CH:11]=1, predict the reactants needed to synthesize it. The reactants are: [NH2:1][C:2]1[CH:7]=[CH:6][CH:5]=[C:4]([NH2:8])[N:3]=1.[F:9][C:10]1[CH:18]=[CH:17][C:13]([C:14](Cl)=[O:15])=[CH:12][CH:11]=1. (3) The reactants are: I[C:2]1[CH:7]=[CH:6][CH:5]=[CH:4][C:3]=1[N+:8]([O-:10])=[O:9].[CH2:11]([O:13][P:14]([O:18]CC)[O:15][CH2:16][CH3:17])[CH3:12]. Given the product [CH2:11]([O:13][P:14]([C:2]1[CH:7]=[CH:6][CH:5]=[CH:4][C:3]=1[N+:8]([O-:10])=[O:9])(=[O:18])[O:15][CH2:16][CH3:17])[CH3:12], predict the reactants needed to synthesize it. (4) The reactants are: [CH3:1][O:2][C:3]1[CH:4]=[CH:5][C:6]([C:16](=O)[CH2:17][CH2:18][C:19]([OH:21])=O)=[C:7]2[C:12]=1[N:11]=[C:10]([CH:13]([CH3:15])[CH3:14])[CH:9]=[CH:8]2.O.[NH2:24][NH2:25]. Given the product [CH3:1][O:2][C:3]1[CH:4]=[CH:5][C:6]([C:16]2[CH2:17][CH2:18][C:19](=[O:21])[NH:24][N:25]=2)=[C:7]2[C:12]=1[N:11]=[C:10]([CH:13]([CH3:15])[CH3:14])[CH:9]=[CH:8]2, predict the reactants needed to synthesize it.